This data is from Reaction yield outcomes from USPTO patents with 853,638 reactions. The task is: Predict the reaction yield, written as a fraction of the theoretical maximum amount of product (1.0 means a 100% yield; for example, 0.34 means a 34% yield). (1) The reactants are [CH3:1][O:2][CH:3]([C:13]1[CH:18]=[CH:17][CH:16]=[CH:15][CH:14]=1)[C:4]([CH:6]1[C:11](=O)[CH2:10][CH2:9][O:8][CH2:7]1)=O.[CH3:19][C:20]1[N:21]([C:25]2[CH:30]=[CH:29][C:28]([NH:31][C:32]([NH2:34])=[NH:33])=[CH:27][CH:26]=2)[CH:22]=[CH:23][N:24]=1.C(=O)([O-])[O-].[K+].[K+].C(Cl)Cl. The catalyst is CCO.O. The product is [CH3:1][O:2][CH:3]([C:13]1[CH:18]=[CH:17][CH:16]=[CH:15][CH:14]=1)[C:4]1[C:6]2[CH2:7][O:8][CH2:9][CH2:10][C:11]=2[N:34]=[C:32]([NH:31][C:28]2[CH:29]=[CH:30][C:25]([N:21]3[CH:22]=[CH:23][N:24]=[C:20]3[CH3:19])=[CH:26][CH:27]=2)[N:33]=1. The yield is 0.0570. (2) The reactants are Cl.[O:2]([C:9]1[N:13]=[C:12]([C@H:14]2[CH2:19][CH2:18][CH2:17][NH:16][CH2:15]2)[O:11][N:10]=1)[C:3]1[CH:8]=[CH:7][CH:6]=[CH:5][CH:4]=1.[F:20][C:21]1[CH:22]=[N:23][CH:24]=[CH:25][C:26]=1[C:27](O)=[O:28].C1C=NC2N(O)N=NC=2C=1.CCN=C=NCCCN(C)C.Cl.C(N(CC)CC)C. The catalyst is C(Cl)Cl. The product is [F:20][C:21]1[CH:22]=[N:23][CH:24]=[CH:25][C:26]=1[C:27]([N:16]1[CH2:17][CH2:18][CH2:19][C@H:14]([C:12]2[O:11][N:10]=[C:9]([O:2][C:3]3[CH:4]=[CH:5][CH:6]=[CH:7][CH:8]=3)[N:13]=2)[CH2:15]1)=[O:28]. The yield is 0.700. (3) The reactants are [NH2:1][C:2]1[C:11]([OH:12])=[CH:10][CH:9]=[CH:8][C:3]=1[C:4]([O:6][CH3:7])=[O:5].[Cl:13][CH2:14][C:15](OC)(OC)OC. The catalyst is C(O)C. The product is [Cl:13][CH2:14][C:15]1[O:12][C:11]2[C:2](=[C:3]([C:4]([O:6][CH3:7])=[O:5])[CH:8]=[CH:9][CH:10]=2)[N:1]=1. The yield is 0.660.